From a dataset of Forward reaction prediction with 1.9M reactions from USPTO patents (1976-2016). Predict the product of the given reaction. (1) Given the reactants Br[C:2]1[CH:10]=[CH:9][C:5]2=[N:6][O:7][N:8]=[C:4]2[CH:3]=1.C[N:12]1C(=O)CCC1, predict the reaction product. The product is: [N:6]1[O:7][N:8]=[C:4]2[CH:3]=[C:2]([NH2:12])[CH:10]=[CH:9][C:5]=12. (2) Given the reactants C(O[CH2:5][C@@H:6]1[CH2:11][N:10]([C:12]2[CH:21]=[C:20]([CH2:22][OH:23])[C:19]3[C:14](=[CH:15][CH:16]=[CH:17][CH:18]=3)[CH:13]=2)[CH2:9][CH2:8][N:7]1[C:24]([C:26]1[N:27]=[C:28]([C:40]2[CH:45]=[CH:44][C:43]([CH3:46])=[CH:42][C:41]=2[F:47])[N:29]([C:31]2[CH:36]=[CH:35][CH:34]=[C:33]([O:37][CH2:38][CH3:39])[CH:32]=2)[CH:30]=1)=[O:25])(=O)C.C(OC[C@@H]1CN(C2C=C(CO[Si](C(C)C)(C(C)C)C(C)C)C3C(=CC=CC=3)C=2)CC[N:54]1[C:81]([C:83]1N=C(C2C=CC(C)=CC=2[F:104])N(C2C=CC=C(OCC)C=2)C=1)=[O:82])(=O)C.[F-:105].C([N+](CCCC)(CCCC)CCCC)CCC.[C:123](=[O:126])(O)[O-:124].[Na+], predict the reaction product. The product is: [F:105][C:41]([F:47])([F:104])[C:123]([OH:124])=[O:126].[C:81]([NH:54][CH2:5][C@H:6]1[N:7]([C:24]([C:26]2[N:27]=[C:28]([C:40]3[CH:41]=[CH:42][C:43]([CH3:46])=[CH:44][CH:45]=3)[N:29]([C:31]3[CH:36]=[CH:35][CH:34]=[C:33]([O:37][CH2:38][CH3:39])[CH:32]=3)[CH:30]=2)=[O:25])[CH2:8][CH2:9][N:10]([C:12]2[CH:21]=[C:20]([C:22]([OH:124])=[O:23])[C:19]3[C:14]([CH:13]=2)=[CH:15][CH:16]=[CH:17][CH:18]=3)[CH2:11]1)(=[O:82])[CH3:83]. (3) Given the reactants [Cl:1][C:2]1[C:7]([N+:8]([O-:10])=[O:9])=[CH:6][N:5]=[C:4]([NH2:11])[C:3]=1I.[CH3:13][Si:14]([C:17]#[CH:18])([CH3:16])[CH3:15], predict the reaction product. The product is: [Cl:1][C:2]1[C:7]([N+:8]([O-:10])=[O:9])=[CH:6][N:5]=[C:4]([NH2:11])[C:3]=1[C:18]#[C:17][Si:14]([CH3:16])([CH3:15])[CH3:13]. (4) Given the reactants [Br:1][C:2]1[C:3]([F:12])=[CH:4][C:5]([F:11])=[C:6]([CH:10]=1)[C:7](O)=[O:8].S(C)C.CO.Cl, predict the reaction product. The product is: [Br:1][C:2]1[C:3]([F:12])=[CH:4][C:5]([F:11])=[C:6]([CH2:7][OH:8])[CH:10]=1. (5) Given the reactants [C:1]([N:9]1[CH2:14][CH2:13][CH2:12][C:11]([CH2:20][C:21]2[CH:26]=[CH:25][CH:24]=[CH:23][CH:22]=2)([C:15]([O:17]CC)=[O:16])[CH2:10]1)(=[O:8])[C:2]1[CH:7]=[CH:6][CH:5]=[CH:4][CH:3]=1.[OH-].[Na+], predict the reaction product. The product is: [C:1]([N:9]1[CH2:14][CH2:13][CH2:12][C:11]([CH2:20][C:21]2[CH:26]=[CH:25][CH:24]=[CH:23][CH:22]=2)([C:15]([OH:17])=[O:16])[CH2:10]1)(=[O:8])[C:2]1[CH:3]=[CH:4][CH:5]=[CH:6][CH:7]=1. (6) Given the reactants [CH2:1]([N:8]1[CH2:16][CH2:15][CH2:14][CH:10]([C:11]([NH2:13])=[O:12])[CH2:9]1)[C:2]1[CH:7]=[CH:6][CH:5]=[CH:4][CH:3]=1.[OH-].[Na+], predict the reaction product. The product is: [CH2:1]([N:8]1[CH2:16][CH2:15][CH2:14][C@@H:10]([C:11]([NH2:13])=[O:12])[CH2:9]1)[C:2]1[CH:3]=[CH:4][CH:5]=[CH:6][CH:7]=1.